Dataset: Full USPTO retrosynthesis dataset with 1.9M reactions from patents (1976-2016). Task: Predict the reactants needed to synthesize the given product. (1) Given the product [F:39][C:38]([F:41])([F:40])[C:37]1[C:31]2[CH:30]=[C:29]3[C:28]([NH:27][CH2:26][CH2:25][O:24]3)=[CH:33][C:32]=2[NH:34][C:35](=[O:43])[CH:36]=1, predict the reactants needed to synthesize it. The reactants are: O1C2C=CC(N)=CC=2NCC1.FC(F)(F)C(=O)CC(OCC)=O.[O:24]1[C:29]2[CH:30]=[CH:31][C:32]([NH:34][C:35](=[O:43])[CH2:36][C:37](=O)[C:38]([F:41])([F:40])[F:39])=[CH:33][C:28]=2[NH:27][CH2:26][CH2:25]1. (2) Given the product [F:1][C:2]1[CH:3]=[CH:4][CH:5]=[C:6]2[C:10]=1[N:9]([CH2:22][CH2:23][CH3:24])[N:8]=[C:7]2[C:11]1[CH:16]=[CH:15][C:14]([O:17][CH3:18])=[CH:13][CH:12]=1, predict the reactants needed to synthesize it. The reactants are: [F:1][C:2]1[CH:3]=[CH:4][CH:5]=[C:6]2[C:10]=1[NH:9][N:8]=[C:7]2[C:11]1[CH:16]=[CH:15][C:14]([O:17][CH3:18])=[CH:13][CH:12]=1.[H-].[Na+].I[CH2:22][CH2:23][CH3:24]. (3) Given the product [N:12]1[N:11]([C:4]2[CH:1]=[CH:2][CH:10]=[C:9]3[C:5]=2[C:6]([C:27]([OH:29])=[O:28])=[CH:33][CH:32]=[CH:31]3)[N:15]=[CH:14][CH:13]=1, predict the reactants needed to synthesize it. The reactants are: [CH3:1][C:2]1[CH:10]=[CH:9][C:5]([C:6](O)=O)=[C:4]([N:11]2[N:15]=[CH:14][CH:13]=[N:12]2)N=1.BrC1C=CC=C2C=1C=C([C:27]([OH:29])=[O:28])C=C2.Cl[C:31]1N=C(C)C=C[C:32]=1[C:33](O)=O. (4) Given the product [OH:8][C@@H:9]1[C@@:38]2([CH3:39])[C:13](=[CH:14][CH:15]=[C:16]3[C@@H:37]2[CH2:36][CH2:35][C@@:34]2([CH3:40])[C@H:17]3[CH2:18][CH2:19][C@@H:20]2[C@@H:21]([O:23][CH:24]([C:27]([O:29][CH:30]([CH3:33])[CH2:31][CH3:32])=[O:28])[CH2:25][CH3:26])[CH3:22])[CH2:12][C@@H:11]([OH:41])[CH2:10]1, predict the reactants needed to synthesize it. The reactants are: [Si]([O:8][C@@H:9]1[C@@:38]2([CH3:39])[C:13](=[CH:14][CH:15]=[C:16]3[C@@H:37]2[CH2:36][CH2:35][C@@:34]2([CH3:40])[C@H:17]3[CH2:18][CH2:19][C@@H:20]2[C@@H:21]([O:23][CH:24]([C:27]([O:29][CH:30]([CH3:33])[CH2:31][CH3:32])=[O:28])[CH2:25][CH3:26])[CH3:22])[CH2:12][C@@H:11]([O:41][Si](C(C)(C)C)(C)C)[CH2:10]1)(C(C)(C)C)(C)C.O1CCCC1.[F-].C([N+](CCCC)(CCCC)CCCC)CCC.C(O)(=O)C. (5) Given the product [NH2:11][C:9]1[N:8]=[CH:7][N:6]=[C:5]2[N:4]([CH:12]3[CH2:16][CH2:15][N:14]([CH2:17][CH2:18][O:19][CH3:20])[CH2:13]3)[N:3]=[C:2]([C:29]3[CH:34]=[CH:33][C:32]([NH:35][C:36]4[O:37][C:38]5[C:44]([CH:45]([CH3:47])[CH3:46])=[CH:43][CH:42]=[CH:41][C:39]=5[N:40]=4)=[CH:31][CH:30]=3)[C:10]=12, predict the reactants needed to synthesize it. The reactants are: I[C:2]1[C:10]2[C:5](=[N:6][CH:7]=[N:8][C:9]=2[NH2:11])[N:4]([CH:12]2[CH2:16][CH2:15][N:14]([CH2:17][CH2:18][O:19][CH3:20])[CH2:13]2)[N:3]=1.CC1(C)C(C)(C)OB([C:29]2[CH:34]=[CH:33][C:32]([NH:35][C:36]3[O:37][C:38]4[C:44]([CH:45]([CH3:47])[CH3:46])=[CH:43][CH:42]=[CH:41][C:39]=4[N:40]=3)=[CH:31][CH:30]=2)O1.NC1N=CN=C2N([C@H]3CC[C@@H](N4CCN(C)CC4)CC3)N=C(C3C=CC(NC4OC5C=CC=CC=5N=4)=C(F)C=3)C=12.